From a dataset of Forward reaction prediction with 1.9M reactions from USPTO patents (1976-2016). Predict the product of the given reaction. (1) Given the reactants [NH:1]1[CH2:5][CH2:4][C:3](=O)[CH2:2]1.[F:7][C:8]1[CH:14]=[CH:13][C:11]([NH2:12])=[CH:10][CH:9]=1, predict the reaction product. The product is: [F:7][C:8]1[CH:14]=[CH:13][C:11]([NH:12][CH:3]2[CH2:4][CH2:5][NH:1][CH2:2]2)=[CH:10][CH:9]=1. (2) Given the reactants [NH:1]1[C:9]2[C:4](=[CH:5][C:6]([CH:10]([C:17]3[CH:22]=[CH:21][CH:20]=[CH:19][CH:18]=3)[CH:11]([CH3:16])[C:12]([O:14]C)=[O:13])=[CH:7][CH:8]=2)[CH:3]=[N:2]1.Cl, predict the reaction product. The product is: [NH:1]1[C:9]2[C:4](=[CH:5][C:6]([CH:10]([C:17]3[CH:18]=[CH:19][CH:20]=[CH:21][CH:22]=3)[CH:11]([CH3:16])[C:12]([OH:14])=[O:13])=[CH:7][CH:8]=2)[CH:3]=[N:2]1. (3) The product is: [F:30][C:31]1[CH:32]=[CH:33][C:34]([CH2:35][NH:36][C:37]([C:17]2[S:16][C:11]3[N:10]([C:9](=[O:19])[N:8]([CH2:1][C:2]4[CH:3]=[CH:4][CH:5]=[CH:6][CH:7]=4)[C:13](=[O:14])[C:12]=3[CH3:15])[CH:18]=2)=[O:38])=[CH:39][CH:40]=1. Given the reactants [CH2:1]([N:8]1[C:13](=[O:14])[C:12]([CH3:15])=[C:11]2[S:16][CH:17]=[CH:18][N:10]2[C:9]1=[O:19])[C:2]1[CH:7]=[CH:6][CH:5]=[CH:4][CH:3]=1.C[Si](C)(C)N[Si](C)(C)C.[Li].[F:30][C:31]1[CH:40]=[CH:39][C:34]([CH2:35][N:36]=[C:37]=[O:38])=[CH:33][CH:32]=1.[Cl-].[NH4+], predict the reaction product. (4) Given the reactants [CH3:1][O:2][C:3]1[CH:11]=[CH:10][C:6]([C:7](Cl)=[O:8])=[CH:5][CH:4]=1.[N:12]1[CH:17]=[CH:16][C:15]([C:18]2[CH:33]=[CH:32][C:21]([C:22]([NH:24][C:25]3[CH:26]=[N:27][CH:28]=[CH:29][C:30]=3[NH2:31])=[O:23])=[CH:20][CH:19]=2)=[CH:14][CH:13]=1, predict the reaction product. The product is: [CH3:1][O:2][C:3]1[CH:11]=[CH:10][C:6]([C:7]([NH:31][C:30]2[CH:29]=[CH:28][N:27]=[CH:26][C:25]=2[NH:24][C:22](=[O:23])[C:21]2[CH:20]=[CH:19][C:18]([C:15]3[CH:14]=[CH:13][N:12]=[CH:17][CH:16]=3)=[CH:33][CH:32]=2)=[O:8])=[CH:5][CH:4]=1. (5) Given the reactants [CH3:1][N:2]([CH3:50])[CH2:3][C:4]([N:6]1[C:14]2[C:9](=[CH:10][C:11]([O:48][CH3:49])=[C:12]([NH:15][C:16]3[N:17]=[C:18]([NH:36][C:37]4[CH:46]=[CH:45][CH:44]=[C:43]([F:47])[C:38]=4[C:39]([NH:41][CH3:42])=[O:40])[C:19]4[C:24]([F:25])=[CH:23][N:22](S(C5C=CC(C)=CC=5)(=O)=O)[C:20]=4[N:21]=3)[CH:13]=2)[CH2:8][CH2:7]1)=[O:5].[OH-].[K+].C([O-])(O)=O.[Na+], predict the reaction product. The product is: [CH3:50][N:2]([CH3:1])[CH2:3][C:4]([N:6]1[C:14]2[C:9](=[CH:10][C:11]([O:48][CH3:49])=[C:12]([NH:15][C:16]3[NH:21][C:20]4=[N:22][CH:23]=[C:24]([F:25])[C:19]4=[C:18]([NH:36][C:37]4[CH:46]=[CH:45][CH:44]=[C:43]([F:47])[C:38]=4[C:39]([NH:41][CH3:42])=[O:40])[N:17]=3)[CH:13]=2)[CH2:8][CH2:7]1)=[O:5]. (6) Given the reactants [F:1][C:2]1[CH:3]=[C:4]2[C:9](=[O:10])[NH:8][C:7]([C:11]3[CH:16]=[CH:15][C:14]([C:17](O)([CH3:19])[CH3:18])=[CH:13][CH:12]=3)=[CH:6][N:5]2[CH:21]=1.C(N(S(F)(F)[F:28])CC)C, predict the reaction product. The product is: [F:1][C:2]1[CH:3]=[C:4]2[C:9](=[O:10])[NH:8][C:7]([C:11]3[CH:16]=[CH:15][C:14]([C:17]([F:28])([CH3:19])[CH3:18])=[CH:13][CH:12]=3)=[CH:6][N:5]2[CH:21]=1.